The task is: Predict the reaction yield, written as a fraction of the theoretical maximum amount of product (1.0 means a 100% yield; for example, 0.34 means a 34% yield).. This data is from Reaction yield outcomes from USPTO patents with 853,638 reactions. (1) The reactants are [CH2:1]1[CH2:17][CH2:16][CH2:15][CH2:14][CH2:13][CH2:12][C:10](=[O:11])[O:9][CH2:8][CH2:7][CH2:6][CH2:5][CH2:4][CH2:3][CH2:2]1.[I-:18].[Na+].C[Si](Cl)(C)C.[CH2:25](O)[CH3:26]. The catalyst is C(#N)C.C(OCC)C. The product is [I:18][CH2:25][CH2:26][CH2:6][CH2:5][CH2:4][CH2:3][CH2:2][CH2:1][CH2:17][CH2:16][CH2:15][CH2:14][CH2:13][CH2:12][C:10]([O:9][CH2:8][CH3:7])=[O:11]. The yield is 0.810. (2) The reactants are C[Si](C)(C)[N-][Si](C)(C)C.[Li+].[Cl:11][C:12]1[N:21]=[CH:20][C:19]2[NH:18][C:17](=O)[C@@H:16]([CH2:23][CH3:24])[N:15]([CH:25]([CH3:27])[CH3:26])[C:14]=2[N:13]=1.P(Cl)(OCC)(OCC)=O.[N+:37]([CH2:39][C:40]#[N:41])#[C-:38].C(O[K])(C)(C)C. The catalyst is C1COCC1.O. The product is [Cl:11][C:12]1[N:21]=[CH:20][C:19]2[N:18]3[CH:38]=[N:37][C:39]([C:40]#[N:41])=[C:17]3[C@@H:16]([CH2:23][CH3:24])[N:15]([CH:25]([CH3:27])[CH3:26])[C:14]=2[N:13]=1. The yield is 0.750. (3) The reactants are Cl[C:2]1[CH:7]=[C:6]([C:8]([NH:10][C:11]2[S:12][C:13]([N:21]3[CH2:26][CH2:25][O:24][CH2:23][CH2:22]3)=[C:14]([C:16]3[O:17][CH:18]=[CH:19][CH:20]=3)[N:15]=2)=[O:9])[CH:5]=[CH:4][N:3]=1.[NH:27]1[CH2:32][CH2:31][O:30][CH2:29][CH2:28]1. The catalyst is CN1C(=O)CCC1. The product is [O:17]1[CH:18]=[CH:19][CH:20]=[C:16]1[C:14]1[N:15]=[C:11]([NH:10][C:8]([C:6]2[CH:5]=[CH:4][N:3]=[C:2]([N:27]3[CH2:32][CH2:31][O:30][CH2:29][CH2:28]3)[CH:7]=2)=[O:9])[S:12][C:13]=1[N:21]1[CH2:26][CH2:25][O:24][CH2:23][CH2:22]1. The yield is 0.270. (4) The reactants are Br[CH2:2][CH2:3][CH:4]([S:9]([OH:12])(=[O:11])=[O:10])[C:5]([O:7][CH3:8])=[O:6].[C:13]([OH:16])(=[S:15])[CH3:14].CCN(C(C)C)C(C)C. The catalyst is C1COCC1. The product is [C:13]([S:15][CH2:2][CH2:3][CH:4]([S:9]([OH:12])(=[O:11])=[O:10])[C:5]([O:7][CH3:8])=[O:6])(=[O:16])[CH3:14]. The yield is 0.900. (5) The reactants are [CH2:1]([O:3][C:4]([N:6]1[CH2:13][CH:12]2[CH:8]([CH:9]([CH3:18])[C:10]3[CH:16]=[C:15]([CH3:17])[S:14][C:11]=32)[CH2:7]1)=[O:5])[CH3:2].C(Cl)(Cl)Cl.C1(C=CC(O)=CC=1)O.C1C(=O)N([Br:38])C(=O)C1. The catalyst is CC(O)=O. The product is [CH2:1]([O:3][C:4]([N:6]1[CH2:13][CH:12]2[CH:8]([CH:9]([CH3:18])[C:10]3[C:16]([Br:38])=[C:15]([CH3:17])[S:14][C:11]=32)[CH2:7]1)=[O:5])[CH3:2]. The yield is 0.170. (6) The reactants are [Cl:1][C:2]1[N:7]=[C:6]([N:8]2[CH2:14][CH:13]3[O:15][CH:10]([CH2:11][CH2:12]3)[CH2:9]2)[CH:5]=[C:4]([Cl:16])[N:3]=1.CC1(C)C(C)(C)OB([C:25]2[CH:31]=[CH:30][C:28]([NH2:29])=[CH:27][CH:26]=2)O1.C([O-])([O-])=O.[Na+].[Na+]. The catalyst is C1(C)C=CC=CC=1.C(O)C.C(OCC)(=O)C.C1C=CC([P]([Pd]([P](C2C=CC=CC=2)(C2C=CC=CC=2)C2C=CC=CC=2)([P](C2C=CC=CC=2)(C2C=CC=CC=2)C2C=CC=CC=2)[P](C2C=CC=CC=2)(C2C=CC=CC=2)C2C=CC=CC=2)(C2C=CC=CC=2)C2C=CC=CC=2)=CC=1. The product is [Cl:1][C:2]1[N:3]=[C:4]([C:25]2[CH:31]=[CH:30][C:28]([NH2:29])=[CH:27][CH:26]=2)[CH:5]=[C:6]([N:8]2[CH2:14][CH:13]3[O:15][CH:10]([CH2:11][CH2:12]3)[CH2:9]2)[N:7]=1.[Cl:16][C:4]1[CH:5]=[C:6]([N:8]2[CH2:14][CH:13]3[O:15][CH:10]([CH2:11][CH2:12]3)[CH2:9]2)[N:7]=[C:2]([C:25]2[CH:31]=[CH:30][C:28]([NH2:29])=[CH:27][CH:26]=2)[N:3]=1. The yield is 0.160. (7) The reactants are [F:1][C:2]1[CH:9]=[C:8]([O:10][CH3:11])[C:7]([F:12])=[CH:6][C:3]=1[CH:4]=O.C(O)(=O)[CH2:14][C:15]([OH:17])=[O:16]. The catalyst is CCO.N1C=CC=CC=1. The product is [F:1][C:2]1[CH:9]=[C:8]([O:10][CH3:11])[C:7]([F:12])=[CH:6][C:3]=1/[CH:4]=[CH:14]/[C:15]([OH:17])=[O:16]. The yield is 0.740. (8) The reactants are Br[C:2]1[CH:7]=[CH:6][N:5]=[C:4]2[N:8]([S:11]([C:14]3[CH:20]=[CH:19][C:17]([CH3:18])=[CH:16][CH:15]=3)(=[O:13])=[O:12])[CH:9]=[CH:10][C:3]=12.[B:21]1([B:21]2[O:25][C:24]([CH3:27])([CH3:26])[C:23]([CH3:29])([CH3:28])[O:22]2)[O:25][C:24]([CH3:27])([CH3:26])[C:23]([CH3:29])([CH3:28])[O:22]1.C([O-])(=O)C.[K+].[OH-].[Na+]. The catalyst is CN(C=O)C.C1C=CC(P(C2C=CC=CC=2)[C-]2C=CC=C2)=CC=1.C1C=CC(P(C2C=CC=CC=2)[C-]2C=CC=C2)=CC=1.Cl[Pd]Cl.[Fe+2]. The product is [CH3:28][C:23]1([CH3:29])[C:24]([CH3:27])([CH3:26])[O:25][B:21]([C:2]2[CH:7]=[CH:6][N:5]=[C:4]3[N:8]([S:11]([C:14]4[CH:20]=[CH:19][C:17]([CH3:18])=[CH:16][CH:15]=4)(=[O:13])=[O:12])[CH:9]=[CH:10][C:3]=23)[O:22]1. The yield is 0.430. (9) The reactants are C([NH:9][C:10]1[CH:19]=[C:18]2[C:13]([CH:14]=[CH:15][CH:16]=[C:17]2[N:20]2[CH2:25][CH2:24][NH:23][CH2:22][CH2:21]2)=[CH:12][CH:11]=1)(=O)C1C=CC=CC=1.Cl. The catalyst is C(O)C. The product is [NH2:9][C:10]1[CH:19]=[C:18]2[C:13]([CH:14]=[CH:15][CH:16]=[C:17]2[N:20]2[CH2:25][CH2:24][NH:23][CH2:22][CH2:21]2)=[CH:12][CH:11]=1. The yield is 0.470. (10) The reactants are [O:1]1[CH2:6][CH2:5][CH:4]([CH2:7]SC(=O)C)[CH2:3][CH2:2]1.[O-]CC.[Na+].Br[C:17]([CH3:24])([CH3:23])[C:18]([O:20][CH2:21][CH3:22])=[O:19].O[O:26][S:27]([O-:29])=O.[K+]. The catalyst is C1(C)C=CC=CC=1.C(O)C.C([N+](CCCC)(CCCC)CCCC)CCC.S([O-])(O)(=O)=O.O.C(O)(=O)C. The product is [CH2:21]([O:20][C:18](=[O:19])[C:17]([CH3:24])([S:27]([CH2:7][CH:4]1[CH2:5][CH2:6][O:1][CH2:2][CH2:3]1)(=[O:29])=[O:26])[CH3:23])[CH3:22]. The yield is 0.870.